From a dataset of Reaction yield outcomes from USPTO patents with 853,638 reactions. Predict the reaction yield, written as a fraction of the theoretical maximum amount of product (1.0 means a 100% yield; for example, 0.34 means a 34% yield). (1) The reactants are [Br:1][C:2]1[CH:7]=[C:6]([F:8])[CH:5]=[CH:4][C:3]=1[CH2:9][C:10](O)=[O:11].B.C1COCC1.Cl. The catalyst is C1COCC1. The product is [Br:1][C:2]1[CH:7]=[C:6]([F:8])[CH:5]=[CH:4][C:3]=1[CH2:9][CH2:10][OH:11]. The yield is 0.930. (2) The reactants are [F:1][C:2]([F:22])([F:21])[C:3]([C:9]1[CH:14]=[CH:13][C:12]([NH:15][CH2:16][C:17]([F:20])([F:19])[F:18])=[CH:11][CH:10]=1)([OH:8])[C:4]([F:7])([F:6])[F:5].[CH2:23](Br)[C:24]1[CH:29]=[CH:28][CH:27]=[CH:26][CH:25]=1. The catalyst is CC(O)(C)C. The product is [CH2:23]([N:15]([CH2:16][C:17]([F:19])([F:18])[F:20])[C:12]1[CH:11]=[CH:10][C:9]([C:3]([OH:8])([C:4]([F:7])([F:6])[F:5])[C:2]([F:21])([F:22])[F:1])=[CH:14][CH:13]=1)[C:24]1[CH:29]=[CH:28][CH:27]=[CH:26][CH:25]=1. The yield is 0.0800. (3) The reactants are Cl.Cl.Cl.[Br:4][C:5]1[CH:6]=[C:7]2[C:11](=[CH:12][CH:13]=1)[C@@H:10]([N:14]1[CH2:19][CH2:18][N:17]([C:20]3([CH3:26])[CH2:25][CH2:24][NH:23][CH2:22][CH2:21]3)[CH2:16][C@@H:15]1[CH3:27])[C@H:9]([O:28][CH2:29][CH3:30])[CH2:8]2.[CH3:31][C:32]1[C:37]([C:38](O)=[O:39])=[C:36]([CH3:41])[N:35]=[CH:34][N:33]=1.Cl.CN(C)CCCN=C=NCC.ON1C2C=CC=CC=2N=N1.C(N(CC)CC)C. The catalyst is C(Cl)Cl.CO.CCOC(C)=O. The product is [Br:4][C:5]1[CH:6]=[C:7]2[C:11](=[CH:12][CH:13]=1)[C@H:10]([N:14]1[CH2:19][CH2:18][N:17]([C:20]3([CH3:26])[CH2:21][CH2:22][N:23]([C:38]([C:37]4[C:32]([CH3:31])=[N:33][CH:34]=[N:35][C:36]=4[CH3:41])=[O:39])[CH2:24][CH2:25]3)[CH2:16][C@@H:15]1[CH3:27])[C@H:9]([O:28][CH2:29][CH3:30])[CH2:8]2. The yield is 0.800.